This data is from Catalyst prediction with 721,799 reactions and 888 catalyst types from USPTO. The task is: Predict which catalyst facilitates the given reaction. (1) Reactant: [O-]P([O-])([O-])=O.[K+].[K+].[K+].C(Cl)(Cl)Cl.P(C(C)(C)C)(C(C)(C)C)C(C)(C)C.[CH2:26]([O:28][C:29]([C:31]1([CH2:45][C:46]2[CH:51]=[CH:50][C:49]([C:52]#[N:53])=[CH:48][C:47]=2Br)[C:36](=[O:37])[CH2:35][CH2:34][N:33]([CH2:38][C:39]2[CH:44]=[CH:43][CH:42]=[CH:41][CH:40]=2)[CH2:32]1)=[O:30])[CH3:27]. Product: [CH2:26]([O:28][C:29]([C:31]12[C:36](=[O:37])[CH:35]([C:47]3[CH:48]=[C:49]([C:52]#[N:53])[CH:50]=[CH:51][C:46]=3[CH2:45]1)[CH2:34][N:33]([CH2:38][C:39]1[CH:44]=[CH:43][CH:42]=[CH:41][CH:40]=1)[CH2:32]2)=[O:30])[CH3:27]. The catalyst class is: 11. (2) Reactant: [Cl:1][C:2]1[CH:7]=[CH:6][C:5]([CH:8]([C:13]2[C:21]3[C:16](=[C:17]([CH2:22][S:23][CH3:24])[CH:18]=[CH:19][CH:20]=3)[NH:15][CH:14]=2)[CH2:9][CH2:10][CH2:11][OH:12])=[CH:4][CH:3]=1.ClCCl.ClC1C=CC=C(C(OO)=[O:36])C=1. Product: [Cl:1][C:2]1[CH:3]=[CH:4][C:5]([CH:8]([C:13]2[C:21]3[C:16](=[C:17]([CH2:22][S:23]([CH3:24])=[O:36])[CH:18]=[CH:19][CH:20]=3)[NH:15][CH:14]=2)[CH2:9][CH2:10][CH2:11][OH:12])=[CH:6][CH:7]=1. The catalyst class is: 5. (3) Reactant: [O:1]1[C:5]2([CH2:10][CH2:9][CH:8]([CH2:11][CH2:12][N:13]3[CH2:18][CH2:17][N:16]([C:19]4[CH:24]=[CH:23][CH:22]=[C:21]([N+:25]([O-])=O)[CH:20]=4)[CH2:15][CH2:14]3)[CH2:7][CH2:6]2)[O:4][CH2:3][CH2:2]1. Product: [O:4]1[C:5]2([CH2:6][CH2:7][CH:8]([CH2:11][CH2:12][N:13]3[CH2:14][CH2:15][N:16]([C:19]4[CH:20]=[C:21]([CH:22]=[CH:23][CH:24]=4)[NH2:25])[CH2:17][CH2:18]3)[CH2:9][CH2:10]2)[O:1][CH2:2][CH2:3]1. The catalyst class is: 19.